From a dataset of Experimentally validated miRNA-target interactions with 360,000+ pairs, plus equal number of negative samples. Binary Classification. Given a miRNA mature sequence and a target amino acid sequence, predict their likelihood of interaction. (1) The miRNA is mmu-miR-124-3p with sequence UAAGGCACGCGGUGAAUGCC. The protein sequence of the target gene is MGVTCVSQMPVAEGKSLQQTVELLTKKLEMLGAEKQGTFCVDCETYHTAASTLGSQGQAGKLMYVMHNSEYPLSCFALFENGPCLIADTNFDVLMVKLKGFFQSAKASKIETRGTRYQYCDFLVKVGTVTMGPSARGISVEVEYGPCVVASDCWSLLLEFLQSFLGSHAPGAPTVFGNRHDAVYGPADTMIQYMELFNKIRKQQQVPVAGIR. Result: 1 (interaction). (2) The miRNA is hsa-miR-6812-5p with sequence AUGGGGUGAGAUGGGGAGGAGCAGC. The protein sequence of the target gene is MEAEGLDWLLVPLHQLVSWGAAAAMVFGGVVPYVPQYRDIRRTQNADGFSTYVCLVLLVANILRILFWFGRRFESPLLWQSAIMILTMLLMLKLCTEVRVANELNARRRSFTAADSKDEEVKVAPRRSFLDFDPHHFWQWSSFSDYVQCVLAFTGVAGYITYLSIDSALFVETLGFLAVLTEAMLGVPQLYRNHRHQSTEGMSIKMVLMWTSGDAFKTAYFLLKGAPLQFSVCGLLQVLVDLAILGQAYAFARHPQKPAPHAVHPTGTKAL. Result: 1 (interaction). (3) The miRNA is hsa-miR-505-3p with sequence CGUCAACACUUGCUGGUUUCCU. The protein sequence of the target gene is METPTPLPPVPASPTCNPAPRTIQIEFPQHSSSLLESLNRHRLEGKFCDVSLLVQGRELRAHKAVLAAASPYFHDKLLLGDAPRLTLPSVIEADAFEGLLQLIYSGRLRLPLDALPAHLLVASGLQMWQVVDQCSEILRELETSGGGISARGGNSYHALLSTTSSTGGWCIRSSPFQTPVQSSASTESPASTESPVGGEGSELGEVLQIQVEEEEEEEEDDDDEDQGSATLSQTPQPQRVSGVFPRPHGPHPLPMTATPRKLPEGESAPLELPAPPALPPKIFYIKQEPFEPKEEISGSG.... Result: 1 (interaction). (4) The miRNA is hsa-let-7f-5p with sequence UGAGGUAGUAGAUUGUAUAGUU. The protein sequence of the target gene is MIEVLTTTDSQKLLHQLNALLEQESRCQPKVCGLRLIESAHDNGLRMTARLRDFEVKDLLSLTQFFGFDTETFSLAVNLLDRFLSKMKVQPKHLGCVGLSCFYLAVKSIEEERNVPLATDLIRISQYRFTVSDLMRMEKIVLEKVCWKVKATTAFQFLQLYYSLLQENLPLERRNSINFERLEAQLKACHCRIIFSKAKPSVLALSIIALEIQAQKCVELTEGIECLQKHSKINGRDLTFWQELVSKCLTEYSSNKCSKPNVQKLKWIVSGRTARQLKHSYYRITHLPTIPEMVP. Result: 1 (interaction). (5) The miRNA is hsa-miR-6716-3p with sequence UCCGAACUCUCCAUUCCUCUGC. The protein sequence of the target gene is MSPWSWFLLQTLCLLPTGAASRRGAPGTANCELKPQQSELNSFLWTIKRDPPSYFFGTIHVPYTRVWDFIPDNSKEAFLQSSIVYFELDLTDPYTISALTSCQMLPQGENLQDVLPRDIYCRLKRHLEYVKLMMPLWMTPDQRGKGLYADYLFNAIAGNWERKRPVWVMLMVNSLTEVDIKSRGVPVLDLFLAQEAERLRKQTGAVEKVEEQCHPLNGLNFSQVIFALNQTLLQQESLRAGSLQIPYTTEDLIKHYNCGDLSSVILSHDSSQVPNFINATLPPQERITAQEIDSYLRREL.... Result: 0 (no interaction).